Dataset: Forward reaction prediction with 1.9M reactions from USPTO patents (1976-2016). Task: Predict the product of the given reaction. Given the reactants [Cl:1][C:2]1[N:3]=[C:4]([C:9]([NH:11][C@H:12]2[CH2:17][CH2:16][N:15]([C:18]3[S:19][C:20]([C:24](O)=[O:25])=[C:21]([CH3:23])[N:22]=3)[CH2:14][C@H:13]2[O:27][CH3:28])=[O:10])[NH:5][C:6]=1[CH2:7][CH3:8].[NH2:29][CH:30]1[CH2:35][CH2:34][N:33]([C:36]([O:38][C:39]([CH3:42])([CH3:41])[CH3:40])=[O:37])[CH2:32][CH2:31]1.CCN=C=NCCCN(C)C.Cl.C1C=CC2N(O)N=NC=2C=1.C(N(C(C)C)CC)(C)C, predict the reaction product. The product is: [Cl:1][C:2]1[N:3]=[C:4]([C:9]([NH:11][C@H:12]2[CH2:17][CH2:16][N:15]([C:18]3[S:19][C:20]([C:24]([NH:29][CH:30]4[CH2:31][CH2:32][N:33]([C:36]([O:38][C:39]([CH3:42])([CH3:41])[CH3:40])=[O:37])[CH2:34][CH2:35]4)=[O:25])=[C:21]([CH3:23])[N:22]=3)[CH2:14][C@H:13]2[O:27][CH3:28])=[O:10])[NH:5][C:6]=1[CH2:7][CH3:8].